This data is from Rat liver microsome stability data. The task is: Regression/Classification. Given a drug SMILES string, predict its absorption, distribution, metabolism, or excretion properties. Task type varies by dataset: regression for continuous measurements (e.g., permeability, clearance, half-life) or binary classification for categorical outcomes (e.g., BBB penetration, CYP inhibition). Dataset: rlm. (1) The molecule is CCc1c(C2CCN(CCCSc3ccc(F)cc3)CC2)c2ccc(F)cc2n1-c1ccc(C(=O)O)cn1. The result is 0 (unstable in rat liver microsomes). (2) The compound is Cc1c[nH]c2ncnc(-c3ccc(NC(=O)N(CCO)c4ccccc4Cl)cc3)c12. The result is 0 (unstable in rat liver microsomes). (3) The compound is Cc1c(C(=O)NN2CCCCC2)nn(-c2ccc(Cl)cc2Cl)c1-c1ccc(Cl)cc1. The result is 1 (stable in rat liver microsomes). (4) The molecule is Cc1ccc(Cl)cc1N1CCN(c2ccc(C(=O)N[C@H](Cc3c[nH]c4ccccc34)C(=O)Nc3ccncc3)c(F)c2)CC1. The result is 1 (stable in rat liver microsomes). (5) The molecule is CSc1ccccc1-c1ccc(Nc2nc(-c3ccncc3)nc3ccccc23)cc1F. The result is 1 (stable in rat liver microsomes). (6) The molecule is O=C1CCc2cc(S(=O)(=O)Nc3ccc(F)c(Cl)c3)c(F)cc2N1. The result is 1 (stable in rat liver microsomes). (7) The molecule is CCCC1=Nc2cc(C(=O)NC3CCCCC3)ccc2Sc2ccc(C)cc21. The result is 1 (stable in rat liver microsomes). (8) The molecule is CCn1ccc2c(N3CCOCC3)nc(-c3ccc(NC(=O)Nc4ccc(C(=O)N5CCNCC5)cc4)cc3)nc21. The result is 0 (unstable in rat liver microsomes). (9) The compound is Fc1ccc(Nc2nc(-c3ccccc3)nc3ccccc23)cc1F. The result is 0 (unstable in rat liver microsomes).